Dataset: CYP2C9 inhibition data for predicting drug metabolism from PubChem BioAssay. Task: Regression/Classification. Given a drug SMILES string, predict its absorption, distribution, metabolism, or excretion properties. Task type varies by dataset: regression for continuous measurements (e.g., permeability, clearance, half-life) or binary classification for categorical outcomes (e.g., BBB penetration, CYP inhibition). Dataset: cyp2c9_veith. (1) The compound is CCOC(=O)c1cnc(N(C)C)nc1SC(=N)N. The result is 0 (non-inhibitor). (2) The compound is COC(=O)Cn1cnc(=O)c(C#N)c1/C=C/N(C)C. The result is 0 (non-inhibitor). (3) The molecule is Clc1ccccc1-c1cncnc1NCCN1CCOCC1. The result is 0 (non-inhibitor). (4) The result is 0 (non-inhibitor). The compound is O=C(Nc1cccc(F)c1)N1CC2(CCN(C(=O)Oc3ccccc3)CC2)C1. (5) The molecule is CC1(CC(=O)O)O[C@H]2CCCCC[C@H]2O1.NCc1ccccc1. The result is 0 (non-inhibitor). (6) The molecule is Cc1ccc(S(=O)(=O)NCC(=O)OC(C)C(=O)Nc2ncc(Cl)cc2Cl)cc1. The result is 0 (non-inhibitor). (7) The drug is Cc1ccc(/C=N/NC(=O)c2cc3c(ccc4ccccc43)o2)cc1[N+](=O)[O-]. The result is 0 (non-inhibitor). (8) The compound is Cc1ccc(/C=C/C2=Cc3c(sc(NC(=O)CSc4n[nH]c(N)n4)c3C#N)C(C)(C)C2)o1. The result is 1 (inhibitor). (9) The compound is O=C(O)c1cc(=O)[nH]c(SCc2ccccc2)n1. The result is 0 (non-inhibitor). (10) The drug is CC(=O)c1c(C)[nH]c(C(=O)OCC(=O)N(C)C)c1C. The result is 0 (non-inhibitor).